The task is: Regression. Given two drug SMILES strings and cell line genomic features, predict the synergy score measuring deviation from expected non-interaction effect.. This data is from NCI-60 drug combinations with 297,098 pairs across 59 cell lines. (1) Drug 1: C1CCC(CC1)NC(=O)N(CCCl)N=O. Drug 2: CC1C(C(CC(O1)OC2CC(CC3=C2C(=C4C(=C3O)C(=O)C5=C(C4=O)C(=CC=C5)OC)O)(C(=O)CO)O)N)O.Cl. Cell line: HT29. Synergy scores: CSS=38.2, Synergy_ZIP=1.92, Synergy_Bliss=1.55, Synergy_Loewe=-31.0, Synergy_HSA=0.537. (2) Drug 1: CN(C)N=NC1=C(NC=N1)C(=O)N. Drug 2: B(C(CC(C)C)NC(=O)C(CC1=CC=CC=C1)NC(=O)C2=NC=CN=C2)(O)O. Cell line: HT29. Synergy scores: CSS=1.71, Synergy_ZIP=-1.09, Synergy_Bliss=0.205, Synergy_Loewe=-4.37, Synergy_HSA=-2.33. (3) Drug 1: C1C(C(OC1N2C=NC3=C(N=C(N=C32)Cl)N)CO)O. Drug 2: C(CCl)NC(=O)N(CCCl)N=O. Cell line: LOX IMVI. Synergy scores: CSS=28.0, Synergy_ZIP=-12.6, Synergy_Bliss=-3.77, Synergy_Loewe=-5.68, Synergy_HSA=-3.21. (4) Drug 1: COC1=C(C=C2C(=C1)N=CN=C2NC3=CC(=C(C=C3)F)Cl)OCCCN4CCOCC4. Drug 2: CC12CCC3C(C1CCC2OP(=O)(O)O)CCC4=C3C=CC(=C4)OC(=O)N(CCCl)CCCl.[Na+]. Cell line: HCT-15. Synergy scores: CSS=14.4, Synergy_ZIP=-10.6, Synergy_Bliss=-16.4, Synergy_Loewe=-31.5, Synergy_HSA=-14.4.